Dataset: NCI-60 drug combinations with 297,098 pairs across 59 cell lines. Task: Regression. Given two drug SMILES strings and cell line genomic features, predict the synergy score measuring deviation from expected non-interaction effect. Drug 2: COC1=CC(=CC(=C1O)OC)C2C3C(COC3=O)C(C4=CC5=C(C=C24)OCO5)OC6C(C(C7C(O6)COC(O7)C8=CC=CS8)O)O. Synergy scores: CSS=76.2, Synergy_ZIP=3.55, Synergy_Bliss=3.75, Synergy_Loewe=-22.1, Synergy_HSA=4.77. Cell line: MOLT-4. Drug 1: C1CCC(C1)C(CC#N)N2C=C(C=N2)C3=C4C=CNC4=NC=N3.